Dataset: Forward reaction prediction with 1.9M reactions from USPTO patents (1976-2016). Task: Predict the product of the given reaction. (1) Given the reactants [H-].[Na+].[F:3][C:4]([F:18])([F:17])[C:5]1[CH:10]=[CH:9][N:8]=[C:7]([C:11]2[NH:12][O:13][C:14](=[O:16])[N:15]=2)[CH:6]=1.[CH:19]1([CH2:22]Br)[CH2:21][CH2:20]1.[Cl-].[NH4+], predict the reaction product. The product is: [CH:19]1([CH2:22][N:15]2[C:14](=[O:16])[O:13][N:12]=[C:11]2[C:7]2[CH:6]=[C:5]([C:4]([F:3])([F:17])[F:18])[CH:10]=[CH:9][N:8]=2)[CH2:21][CH2:20]1. (2) Given the reactants [OH:1][C:2]1[CH:7]=[CH:6][C:5]([C:8]2[S:12][C:11]([C:13]3[CH:25]=[CH:24][C:23]4[C:22]5[C:17](=[CH:18][C:19]([C:26]6[S:27][C:28]([C:31]7[CH:36]=[CH:35][C:34](O)=[CH:33][CH:32]=7)=[CH:29][CH:30]=6)=[CH:20][CH:21]=5)[C:16]([CH2:41][CH2:42][CH3:43])([CH2:38][CH2:39][CH3:40])[C:15]=4[CH:14]=3)=[CH:10][CH:9]=2)=[CH:4][CH:3]=1.[CH2:44](Br)[CH2:45][C@H:46]([CH2:48][CH2:49][CH:50]=[C:51]([CH3:53])[CH3:52])[CH3:47].[C:55](=[O:58])([O-])[O-].[K+].[K+], predict the reaction product. The product is: [CH3:47][CH:46]([CH2:48][CH2:49][CH:50]=[C:51]([CH3:53])[CH3:52])[CH2:45][CH2:44][O:1][C:2]1[CH:7]=[CH:6][C:5]([C:8]2[S:12][C:11]([C:13]3[CH:25]=[CH:24][C:23]4[C:22]5[C:17](=[CH:18][C:19]([C:26]6[S:27][C:28]([C:31]7[CH:36]=[CH:35][C:34]([O:58][CH2:55][CH2:21][C@@H:22]([CH3:17])[CH2:23][CH2:15][CH:14]=[C:13]([CH3:25])[CH3:11])=[CH:33][CH:32]=7)=[CH:29][CH:30]=6)=[CH:20][CH:21]=5)[C:16]([CH2:41][CH2:42][CH3:43])([CH2:38][CH2:39][CH3:40])[C:15]=4[CH:14]=3)=[CH:10][CH:9]=2)=[CH:4][CH:3]=1. (3) Given the reactants [F:1][C:2]([F:13])([F:12])[C@H:3]1[NH:8][CH2:7][C@@H:6]([C:9]([OH:11])=O)[CH2:5][CH2:4]1.[Li+].C[Si]([N-][Si](C)(C)C)(C)C.Cl[C:25]1[CH:30]=[C:29]([Cl:31])[N:28]=[C:27]([S:32][CH3:33])[N:26]=1.Cl.C1C=CC2N(O)N=NC=2C=1.C(Cl)CCl.CN1CCOCC1.[CH2:56]([NH2:63])[C:57]1[CH:62]=[CH:61][CH:60]=[CH:59][CH:58]=1, predict the reaction product. The product is: [Cl:31][C:29]1[N:28]=[C:27]([S:32][CH3:33])[N:26]=[C:25]([N:8]2[C@H:3]([C:2]([F:1])([F:13])[F:12])[CH2:4][CH2:5][C@H:6]([C:9]([NH:63][CH2:56][C:57]3[CH:62]=[CH:61][CH:60]=[CH:59][CH:58]=3)=[O:11])[CH2:7]2)[CH:30]=1.